Dataset: Forward reaction prediction with 1.9M reactions from USPTO patents (1976-2016). Task: Predict the product of the given reaction. (1) Given the reactants [OH:1][C:2]1[CH:24]=[CH:23][C:22](I)=[CH:21][C:3]=1[C:4]([NH:6][C:7]1[CH:12]=[C:11]([C:13]([F:16])([F:15])[F:14])[CH:10]=[C:9]([C:17]([F:20])([F:19])[F:18])[CH:8]=1)=[O:5].OB(O)[C:28]1[CH:33]=[CH:32][CH:31]=[CH:30][CH:29]=1.C(=O)([O-])[O-].[Na+].[Na+].Cl, predict the reaction product. The product is: [OH:1][C:2]1[CH:24]=[CH:23][C:22]([C:28]2[CH:33]=[CH:32][CH:31]=[CH:30][CH:29]=2)=[CH:21][C:3]=1[C:4]([NH:6][C:7]1[CH:12]=[C:11]([C:13]([F:16])([F:15])[F:14])[CH:10]=[C:9]([C:17]([F:20])([F:19])[F:18])[CH:8]=1)=[O:5]. (2) Given the reactants Cl.Cl[C:3]1[CH:8]=[C:7]([C:9]2[CH:14]=[CH:13][CH:12]=[C:11]([Cl:15])[CH:10]=2)[N:6]=[C:5]2[CH2:16][CH2:17][CH2:18][C:4]=12.[NH2:19][C:20]1[CH:25]=[CH:24][C:23]([CH2:26][CH2:27][CH2:28][C:29]([NH2:31])=[O:30])=[CH:22][CH:21]=1.[OH-].[Na+], predict the reaction product. The product is: [Cl:15][C:11]1[CH:10]=[C:9]([C:7]2[N:6]=[C:5]3[CH2:16][CH2:17][CH2:18][C:4]3=[C:3]([NH:19][C:20]3[CH:21]=[CH:22][C:23]([CH2:26][CH2:27][CH2:28][C:29]([NH2:31])=[O:30])=[CH:24][CH:25]=3)[CH:8]=2)[CH:14]=[CH:13][CH:12]=1.